This data is from Full USPTO retrosynthesis dataset with 1.9M reactions from patents (1976-2016). The task is: Predict the reactants needed to synthesize the given product. (1) Given the product [NH2:52][C@H:12]1[CH2:11][C:10]2[CH:28]=[C:25]([CH:26]=[CH:27][C:9]=2[OH:8])[C:24]2=[CH:29][C:20](=[C:21]([F:30])[CH:22]=[CH:23]2)[CH2:19][C@@H:18]([C:31]([O:33][CH3:34])=[O:32])[N:17]([CH3:35])[C:16](=[O:36])[C@H:15]([CH2:37][CH2:38][CH2:39][NH2:40])[NH:14][C:13]1=[O:51], predict the reactants needed to synthesize it. The reactants are: C([O:8][C:9]1[CH:27]=[CH:26][C:25]2=[CH:28][C:10]=1[CH2:11][C@H:12]([NH:52]C(OCC1C=CC=CC=1)=O)[C:13](=[O:51])[NH:14][C@@H:15]([CH2:37][CH2:38][CH2:39][NH:40]C(OCC1C=CC=CC=1)=O)[C:16](=[O:36])[N:17]([CH3:35])[C@H:18]([C:31]([O:33][CH3:34])=[O:32])[CH2:19][C:20]1[CH:29]=[C:24]2[CH:23]=[CH:22][C:21]=1[F:30])C1C=CC=CC=1. (2) Given the product [CH3:20][N:18]1[CH:19]=[C:15]([N:14]2[C:5]3[C:4]4[CH:3]=[C:2]([C:30]5[CH:29]=[C:28]6[C:33](=[CH:32][CH:31]=5)[N:25]([CH3:24])[CH2:26][CH2:27]6)[CH:11]=[CH:10][C:9]=4[N:8]=[CH:7][C:6]=3[N:12]([CH3:23])[C:13]2=[O:22])[C:16]([CH3:21])=[N:17]1, predict the reactants needed to synthesize it. The reactants are: Br[C:2]1[CH:11]=[CH:10][C:9]2[N:8]=[CH:7][C:6]3[N:12]([CH3:23])[C:13](=[O:22])[N:14]([C:15]4[C:16]([CH3:21])=[N:17][N:18]([CH3:20])[CH:19]=4)[C:5]=3[C:4]=2[CH:3]=1.[CH3:24][N:25]1[C:33]2[C:28](=[CH:29][C:30](B3OC(C)(C)C(C)(C)O3)=[CH:31][CH:32]=2)[CH2:27][CH2:26]1.